This data is from Reaction yield outcomes from USPTO patents with 853,638 reactions. The task is: Predict the reaction yield, written as a fraction of the theoretical maximum amount of product (1.0 means a 100% yield; for example, 0.34 means a 34% yield). (1) The reactants are [CH3:1][C:2]1([CH3:22])[CH:6]([C:7]2[CH:12]=[CH:11][C:10]([CH3:13])=[CH:9][CH:8]=2)[C:5]2[C:14]([CH3:21])=[C:15]([NH2:20])[C:16]([CH3:19])=[C:17]([CH3:18])[C:4]=2[O:3]1.[CH3:23][O:24][C:25]1[CH:26]=[C:27]([CH:31]=[CH:32][C:33]=1[O:34][CH3:35])[C:28](Cl)=[O:29]. The catalyst is C(OCC)(=O)C.CCCCCC. The product is [CH3:23][O:24][C:25]1[CH:26]=[C:27]([CH:31]=[CH:32][C:33]=1[O:34][CH3:35])[C:28]([NH:20][C:15]1[C:16]([CH3:19])=[C:17]([CH3:18])[C:4]2[O:3][C:2]([CH3:22])([CH3:1])[CH:6]([C:7]3[CH:8]=[CH:9][C:10]([CH3:13])=[CH:11][CH:12]=3)[C:5]=2[C:14]=1[CH3:21])=[O:29]. The yield is 0.900. (2) The reactants are [CH:1]([C:4]1[C:8]2[CH:9]=[C:10]([C:13]([O:15]C)=[O:14])[CH:11]=[CH:12][C:7]=2[O:6][CH:5]=1)([CH3:3])[CH3:2].[OH-].[Na+]. The catalyst is CO.O. The product is [CH:1]([C:4]1[C:8]2[CH:9]=[C:10]([C:13]([OH:15])=[O:14])[CH:11]=[CH:12][C:7]=2[O:6][CH:5]=1)([CH3:3])[CH3:2]. The yield is 0.970. (3) The reactants are [CH2:1]([N:7]1[CH:11]=[C:10]([C:12]([O:14]C)=[O:13])[N:9]=[N:8]1)[CH2:2][CH2:3][CH2:4][C:5]#[CH:6].O[Li].O. The catalyst is CO.O. The product is [CH2:1]([N:7]1[CH:11]=[C:10]([C:12]([OH:14])=[O:13])[N:9]=[N:8]1)[CH2:2][CH2:3][CH2:4][C:5]#[CH:6]. The yield is 0.960.